This data is from Catalyst prediction with 721,799 reactions and 888 catalyst types from USPTO. The task is: Predict which catalyst facilitates the given reaction. (1) Reactant: [CH3:1][O:2][C:3]1[CH:8]=[CH:7][C:6]([C:9]2[CH:17]=[CH:16][CH:15]=[C:14]3[C:10]=2[CH2:11][CH2:12][C:13]3=[O:18])=[C:5]([N+:19]([O-])=O)[CH:4]=1.C1(P(C2C=CC=CC=2)C2C=CC=CC=2)C=CC=CC=1.C(OCC)C. Product: [CH3:1][O:2][C:3]1[CH:8]=[CH:7][C:6]2[C:9]3[C:10]4[CH2:11][CH2:12][C:13](=[O:18])[C:14]=4[CH:15]=[CH:16][C:17]=3[NH:19][C:5]=2[CH:4]=1. The catalyst class is: 262. (2) Reactant: [I:1][C:2]1[CH:15]=[CH:14][C:5]2[CH2:6][CH2:7][CH2:8][CH2:9][CH:10]([NH:11][O:12][CH3:13])[C:4]=2[CH:3]=1.C(N(CC)CC)C.[CH3:23][N:24]1[CH:28]=[C:27]([C:29](Cl)=[O:30])[C:26]([C:32](F)([F:34])[F:33])=[N:25]1. Product: [I:1][C:2]1[CH:15]=[CH:14][C:5]2[CH2:6][CH2:7][CH2:8][CH2:9][CH:10]([N:11]([O:12][CH3:13])[C:29]([C:27]3[C:26]([CH:32]([F:34])[F:33])=[N:25][N:24]([CH3:23])[CH:28]=3)=[O:30])[C:4]=2[CH:3]=1. The catalyst class is: 4. (3) Reactant: [H-].[Na+].[CH3:3][C:4]1[C:12]2[C:7](=[CH:8][C:9]([CH:13]3[CH2:17][NH:16][C:15](=[O:18])[CH2:14]3)=[CH:10][CH:11]=2)[N:6]([CH2:19][CH2:20][CH2:21][C:22]2[CH:27]=[CH:26][CH:25]=[CH:24][CH:23]=2)[CH:5]=1.[CH2:28](Br)[C:29]1[CH:34]=[CH:33][CH:32]=[CH:31][CH:30]=1.CN1C(=O)N(C)CCC1. Product: [CH2:28]([N:16]1[CH2:17][CH:13]([C:9]2[CH:8]=[C:7]3[C:12]([C:4]([CH3:3])=[CH:5][N:6]3[CH2:19][CH2:20][CH2:21][C:22]3[CH:23]=[CH:24][CH:25]=[CH:26][CH:27]=3)=[CH:11][CH:10]=2)[CH2:14][C:15]1=[O:18])[C:29]1[CH:34]=[CH:33][CH:32]=[CH:31][CH:30]=1. The catalyst class is: 7. (4) Reactant: [CH3:1][C:2]1[C:3]([N:28]2[CH2:33][CH2:32][N:31]([C:34]([O:36]C(C)(C)C)=O)[CH2:30][CH2:29]2)=[N:4][C:5]([NH:8][C:9]2[CH:14]=[CH:13][C:12]([C:15](=[O:24])[NH:16][CH:17]3[CH2:22][CH2:21][N:20]([CH3:23])[CH2:19][CH2:18]3)=[CH:11][C:10]=2[N+:25]([O-:27])=[O:26])=[N:6][CH:7]=1.C(O)(C(F)(F)F)=O.CC1C(N2CCNCC2)=NC([NH:55][C:56]2[CH:71]=[CH:70][C:59]([C:60]([NH:62]C3CCN(C)CC3)=O)=[CH:58][C:57]=2[N+]([O-])=O)=NC=1.N(C1C=CC(C#N)=CC=1)=C=O.C(N(CC)CC)C. Product: [C:60]([C:59]1[CH:70]=[CH:71][C:56]([NH:55][C:34]([N:31]2[CH2:32][CH2:33][N:28]([C:3]3[C:2]([CH3:1])=[CH:7][N:6]=[C:5]([NH:8][C:9]4[CH:14]=[CH:13][C:12]([C:15](=[O:24])[NH:16][CH:17]5[CH2:18][CH2:19][N:20]([CH3:23])[CH2:21][CH2:22]5)=[CH:11][C:10]=4[N+:25]([O-:27])=[O:26])[N:4]=3)[CH2:29][CH2:30]2)=[O:36])=[CH:57][CH:58]=1)#[N:62]. The catalyst class is: 2. (5) Reactant: [CH:1]1[C:6]([CH:7]=O)=[CH:5][CH:4]=[C:3]([CH:9]=O)[CH:2]=1.[C:11]([CH2:13][CH2:14][NH:15][NH2:16])#[N:12]. Product: [C:11]([CH2:13][CH2:14][NH:15][N:16]=[CH:9][C:3]1[CH:4]=[CH:5][C:6]([CH:7]=[N:16][NH:15][CH2:14][CH2:13][C:11]#[N:12])=[CH:1][CH:2]=1)#[N:12]. The catalyst class is: 5. (6) Reactant: O.[OH-].[Li+].C[O:5][C:6](=[O:43])[CH2:7][C:8]1[C:17]([CH3:18])=[C:16]([C:19]2[CH:24]=[CH:23][C:22]([S:25]([C:28]3[CH:33]=[C:32]([C:34]([F:37])([F:36])[F:35])[CH:31]=[C:30]([C:38]([F:41])([F:40])[F:39])[CH:29]=3)(=[O:27])=[O:26])=[CH:21][CH:20]=2)[C:15]2[C:10](=[CH:11][CH:12]=[C:13]([Cl:42])[CH:14]=2)[CH:9]=1. Product: [F:37][C:34]([F:35])([F:36])[C:32]1[CH:33]=[C:28]([S:25]([C:22]2[CH:21]=[CH:20][C:19]([C:16]3[C:15]4[C:10](=[CH:11][CH:12]=[C:13]([Cl:42])[CH:14]=4)[CH:9]=[C:8]([CH2:7][C:6]([OH:43])=[O:5])[C:17]=3[CH3:18])=[CH:24][CH:23]=2)(=[O:26])=[O:27])[CH:29]=[C:30]([C:38]([F:39])([F:40])[F:41])[CH:31]=1. The catalyst class is: 20. (7) Reactant: C(OC([NH:8][C@@H:9]([CH2:14][S:15]([CH2:18][C:19]1[CH:24]=[N:23][CH:22]=[CH:21][N:20]=1)(=[O:17])=[O:16])[C:10]([O:12][CH3:13])=[O:11])=O)(C)(C)C.Cl.O1CCOCC1. Product: [NH2:8][C@@H:9]([CH2:14][S:15]([CH2:18][C:19]1[CH:24]=[N:23][CH:22]=[CH:21][N:20]=1)(=[O:16])=[O:17])[C:10]([O:12][CH3:13])=[O:11]. The catalyst class is: 1. (8) The catalyst class is: 23. Reactant: [CH3:1][O:2][C:3]1[CH:8]=[CH:7][C:6]([NH2:9])=[C:5]([N+:10]([O-:12])=[O:11])[CH:4]=1.[Br:13][C:14]1[CH:19]=[CH:18][CH:17]=[CH:16][C:15]=1[CH2:20]Br.C([O-])([O-])=O.[K+].[K+]. Product: [Br:13][C:14]1[CH:19]=[CH:18][CH:17]=[CH:16][C:15]=1[CH2:20][NH:9][C:6]1[CH:7]=[CH:8][C:3]([O:2][CH3:1])=[CH:4][C:5]=1[N+:10]([O-:12])=[O:11]. (9) Reactant: [NH:1]1[CH2:6][CH2:5][CH:4]([NH:7][C:8]([NH:10][C:11]2[CH:16]=[CH:15][C:14]([F:17])=[CH:13][CH:12]=2)=[O:9])[CH2:3][CH2:2]1.[F:18][C:19]1[CH:24]=[CH:23][C:22]([S:25](Cl)(=[O:27])=[O:26])=[CH:21][CH:20]=1.O.ClCCl. Product: [F:18][C:19]1[CH:24]=[CH:23][C:22]([S:25]([N:1]2[CH2:6][CH2:5][CH:4]([NH:7][C:8]([NH:10][C:11]3[CH:12]=[CH:13][C:14]([F:17])=[CH:15][CH:16]=3)=[O:9])[CH2:3][CH2:2]2)(=[O:27])=[O:26])=[CH:21][CH:20]=1. The catalyst class is: 7.